This data is from Forward reaction prediction with 1.9M reactions from USPTO patents (1976-2016). The task is: Predict the product of the given reaction. Given the reactants [NH2:1][C:2]1[C:3]([C:9]2[CH:18]=[CH:17][C:12]([C:13]([O:15][CH3:16])=[O:14])=[C:11]([F:19])[CH:10]=2)=[N:4][C:5](Br)=[CH:6][N:7]=1.C(=O)([O-])[O-].[Na+].[Na+].CC1(C)C(C)(C)OB([C:34]2[CH2:35][CH2:36][CH2:37][N:38]([C:40]([O:42][C:43]([CH3:46])([CH3:45])[CH3:44])=[O:41])[CH:39]=2)O1.C(Cl)Cl, predict the reaction product. The product is: [NH2:1][C:2]1[N:7]=[CH:6][C:5]([C:36]2[CH2:35][CH2:34][CH2:39][N:38]([C:40]([O:42][C:43]([CH3:46])([CH3:45])[CH3:44])=[O:41])[CH:37]=2)=[N:4][C:3]=1[C:9]1[CH:18]=[CH:17][C:12]([C:13]([O:15][CH3:16])=[O:14])=[C:11]([F:19])[CH:10]=1.